From a dataset of Catalyst prediction with 721,799 reactions and 888 catalyst types from USPTO. Predict which catalyst facilitates the given reaction. (1) Reactant: [CH2:1]([N:8]=[C:9]=[O:10])[C:2]1[CH:7]=[CH:6][CH:5]=[CH:4][CH:3]=1.[Al+3].[Cl-].[Cl-].[Cl-].[C:15]([O:19][C:20]([N:22]1[CH2:26][C@@H:25]([CH2:27][N:28]([CH:45]([CH3:47])[CH3:46])[C:29](=[O:44])[C:30]2[CH:35]=[CH:34][C:33]([O:36][CH3:37])=[C:32]([O:38][CH2:39][CH2:40][CH2:41][O:42][CH3:43])[CH:31]=2)[C@H:24]([OH:48])[CH2:23]1)=[O:21])([CH3:18])([CH3:17])[CH3:16].C([O-])(O)=O.[Na+]. Product: [C:15]([O:19][C:20]([N:22]1[CH2:26][C@@H:25]([CH2:27][N:28]([CH:45]([CH3:46])[CH3:47])[C:29](=[O:44])[C:30]2[CH:35]=[CH:34][C:33]([O:36][CH3:37])=[C:32]([O:38][CH2:39][CH2:40][CH2:41][O:42][CH3:43])[CH:31]=2)[C@H:24]([O:48][C:9](=[O:10])[NH:8][CH2:1][C:2]2[CH:7]=[CH:6][CH:5]=[CH:4][CH:3]=2)[CH2:23]1)=[O:21])([CH3:17])([CH3:18])[CH3:16]. The catalyst class is: 28. (2) Reactant: [C:1]1(N2C(S(CCC)(=O)=O)=NN=N2)[CH:6]=CC=C[CH:2]=1.[K].C[Si](C)(C)N[Si](C)(C)C.[CH:28]([C@H:30]1[CH2:35][CH2:34][C@H:33]([NH:36][C:37](=[O:43])[O:38][C:39]([CH3:42])([CH3:41])[CH3:40])[CH2:32][CH2:31]1)=O.O. The catalyst class is: 57. Product: [CH:28](/[C@H:30]1[CH2:35][CH2:34][C@H:33]([NH:36][C:37](=[O:43])[O:38][C:39]([CH3:42])([CH3:41])[CH3:40])[CH2:32][CH2:31]1)=[CH:2]\[CH2:1][CH3:6]. (3) Reactant: [N+:1]([C:4]1[CH:5]=[C:6]([CH:9]=[CH:10][CH:11]=1)[CH:7]=O)([O-:3])=[O:2].[CH3:12][N:13]([CH3:17])[CH2:14][CH2:15][NH2:16].C(O[BH-](OC(=O)C)OC(=O)C)(=O)C.[Na+].[C:32](O[C:32]([C:34]([F:37])([F:36])[F:35])=[O:33])([C:34]([F:37])([F:36])[F:35])=[O:33]. Product: [CH3:12][N:13]([CH3:17])[CH2:14][CH2:15][N:16]([CH2:7][C:6]1[CH:9]=[CH:10][CH:11]=[C:4]([N+:1]([O-:3])=[O:2])[CH:5]=1)[C:32](=[O:33])[C:34]([F:37])([F:36])[F:35]. The catalyst class is: 699. (4) Reactant: [OH:1][C:2]1[CH:10]=[CH:9][C:5]([C:6]([OH:8])=[O:7])=[CH:4][CH:3]=1.N1C=CN=C1.[Si:16](Cl)([C:19]([CH3:22])([CH3:21])[CH3:20])([CH3:18])[CH3:17]. Product: [Si:16]([O:1][C:2]1[CH:10]=[CH:9][C:5]([C:6]([OH:8])=[O:7])=[CH:4][CH:3]=1)([C:19]([CH3:22])([CH3:21])[CH3:20])([CH3:18])[CH3:17]. The catalyst class is: 9. (5) Reactant: [Br:1][C:2]1[CH:7]=[CH:6][CH:5]=[CH:4][C:3]=1[CH2:8][O:9][CH2:10][CH2:11]Br.Cl.Cl.[F:15][C:16]([F:25])([F:24])[CH2:17][N:18]1[CH2:23][CH2:22][NH:21][CH2:20][CH2:19]1.C(=O)([O-])[O-].[Na+].[Na+]. Product: [Br:1][C:2]1[CH:7]=[CH:6][CH:5]=[CH:4][C:3]=1[CH2:8][O:9][CH2:10][CH2:11][N:21]1[CH2:20][CH2:19][N:18]([CH2:17][C:16]([F:24])([F:25])[F:15])[CH2:23][CH2:22]1. The catalyst class is: 7.